This data is from Full USPTO retrosynthesis dataset with 1.9M reactions from patents (1976-2016). The task is: Predict the reactants needed to synthesize the given product. (1) Given the product [F:28][C:2]1([F:1])[CH2:3][N:4]([C:6]([C:8]2[C:12]3[CH:13]=[C:14]4[C:15](=[C:16]([F:17])[C:11]=3[O:10][N:9]=2)[N:18]2[CH2:23][C@@H:22]([CH3:24])[O:21][C@@H:20]([CH3:25])[C@@H:19]2[C:35]2([C:33](=[O:34])[NH:32][C:30](=[O:31])[NH:29][C:36]2=[O:37])[CH2:26]4)=[O:7])[CH2:5]1, predict the reactants needed to synthesize it. The reactants are: [F:1][C:2]1([F:28])[CH2:5][N:4]([C:6]([C:8]2[C:12]3[CH:13]=[C:14]([CH:26]=O)[C:15]([N:18]4[CH2:23][C@@H:22]([CH3:24])[O:21][C@H:20]([CH3:25])[CH2:19]4)=[C:16]([F:17])[C:11]=3[O:10][N:9]=2)=[O:7])[CH2:3]1.[NH:29]1[C:36](=[O:37])[CH2:35][C:33](=[O:34])[NH:32][C:30]1=[O:31]. (2) Given the product [NH2:23][CH2:22][CH2:21][CH2:20][NH:19][CH2:18][CH2:17][CH2:16][CH2:15][NH:14][CH2:24][CH2:31][C:30]([C:6]1[CH:5]=[CH:4][C:13]2[C:8](=[CH:9][CH:10]=[CH:11][CH:12]=2)[CH:7]=1)=[O:29], predict the reactants needed to synthesize it. The reactants are: C([C:4]1[C:13]2[C:8](=[CH:9][CH:10]=[CH:11][CH:12]=2)[CH:7]=[CH:6][CH:5]=1)(=O)C.[NH2:14][CH2:15][CH2:16][CH2:17][CH2:18][NH:19][CH2:20][CH2:21][CH2:22][NH2:23].[CH2:24]=O.O1[CH2:31][CH2:30][O:29]CC1. (3) Given the product [ClH:32].[NH2:8][C@@H:9]([C:15]1[CH:20]=[C:19]([NH:21][C:22]([O:24][CH3:25])=[O:23])[CH:18]=[CH:17][C:16]=1[S:26]([CH:29]([CH3:31])[CH3:30])(=[O:28])=[O:27])[CH2:10][C:11]([O:13][CH3:14])=[O:12], predict the reactants needed to synthesize it. The reactants are: C(OC([NH:8][C@@H:9]([C:15]1[CH:20]=[C:19]([NH:21][C:22]([O:24][CH3:25])=[O:23])[CH:18]=[CH:17][C:16]=1[S:26]([CH:29]([CH3:31])[CH3:30])(=[O:28])=[O:27])[CH2:10][C:11]([O:13][CH3:14])=[O:12])=O)(C)(C)C.[ClH:32].O1CCOCC1. (4) The reactants are: C(N(CC)CC)C.C(O)=O.C1(P(C2C=CC=CC=2)C2C=CC=CC=2)C=CC=CC=1.[S:30]1[C:34]2[CH:35]=[C:36]([C:39]([N:41]3[CH2:48][CH2:47][C:46]4([CH3:50])[CH2:49][CH:42]3[CH2:43][C:44]3[CH:54]=[CH:53][C:52](OS(C(F)(F)F)(=O)=O)=[CH:51][C:45]=34)=[O:40])[CH:37]=[CH:38][C:33]=2[N:32]=[CH:31]1. Given the product [S:30]1[C:34]2[CH:35]=[C:36]([C:39]([N:41]3[CH2:48][CH2:47][C:46]4([CH3:50])[CH2:49][CH:42]3[CH2:43][C:44]3[CH:54]=[CH:53][CH:52]=[CH:51][C:45]=34)=[O:40])[CH:37]=[CH:38][C:33]=2[N:32]=[CH:31]1, predict the reactants needed to synthesize it.